Dataset: HIV replication inhibition screening data with 41,000+ compounds from the AIDS Antiviral Screen. Task: Binary Classification. Given a drug SMILES string, predict its activity (active/inactive) in a high-throughput screening assay against a specified biological target. The molecule is CC12CCC3C(CCC4CC(OC(=O)C=Cc5ccc(N(CCCl)CCCl)cc5)CCC43C)C1CCC(=O)N2. The result is 0 (inactive).